Dataset: Full USPTO retrosynthesis dataset with 1.9M reactions from patents (1976-2016). Task: Predict the reactants needed to synthesize the given product. (1) Given the product [C:18]([Si:15]([O:14][CH2:13][CH2:12][O:8][C:4]1[CH:5]=[CH:6][CH:7]=[C:2]([I:1])[CH:3]=1)([CH3:17])[CH3:16])([CH3:21])([CH3:20])[CH3:19], predict the reactants needed to synthesize it. The reactants are: [I:1][C:2]1[CH:3]=[C:4]([OH:8])[CH:5]=[CH:6][CH:7]=1.[OH-].[Na+].Br[CH2:12][CH2:13][O:14][Si:15]([C:18]([CH3:21])([CH3:20])[CH3:19])([CH3:17])[CH3:16]. (2) Given the product [CH2:7]([C:8]1[C:10]2[CH2:11][S:12][CH2:13][CH2:14][C:15]=2[N:32]=[C:30]([NH:29][C:26]2[CH:27]=[CH:28][C:23]([N:19]3[CH:20]=[CH:21][N:22]=[C:18]3[CH3:17])=[CH:24][CH:25]=2)[N:31]=1)[C:1]1[CH:6]=[CH:5][CH:4]=[CH:3][CH:2]=1, predict the reactants needed to synthesize it. The reactants are: [C:1]1([CH2:7][C:8]([CH:10]2[C:15](=O)[CH2:14][CH2:13][S:12][CH2:11]2)=O)[CH:6]=[CH:5][CH:4]=[CH:3][CH:2]=1.[CH3:17][C:18]1[N:19]([C:23]2[CH:28]=[CH:27][C:26]([NH:29][C:30]([NH2:32])=[NH:31])=[CH:25][CH:24]=2)[CH:20]=[CH:21][N:22]=1. (3) The reactants are: Cl[C:2]1[CH:7]=[C:6]([N:8]2[CH2:13][CH2:12][O:11][CH2:10][CH2:9]2)[N:5]=[C:4]([C:14]2[CH:19]=[CH:18][CH:17]=[C:16]([CH2:20][OH:21])[CH:15]=2)[N:3]=1.[CH3:22][N:23]([CH3:35])[C:24]([C:26]1[CH:27]=[C:28](B(O)O)[CH:29]=[CH:30][CH:31]=1)=[O:25]. Given the product [CH3:22][N:23]([CH3:35])[C:24]([C:26]1[CH:31]=[C:30]([C:2]2[CH:7]=[C:6]([N:8]3[CH2:13][CH2:12][O:11][CH2:10][CH2:9]3)[N:5]=[C:4]([C:14]3[CH:19]=[CH:18][CH:17]=[C:16]([CH2:20][OH:21])[CH:15]=3)[N:3]=2)[CH:29]=[CH:28][CH:27]=1)=[O:25], predict the reactants needed to synthesize it.